This data is from Full USPTO retrosynthesis dataset with 1.9M reactions from patents (1976-2016). The task is: Predict the reactants needed to synthesize the given product. Given the product [C:1]([C:5]1[CH:9]=[C:8]([C:10]2[CH:11]=[CH:12][CH:13]=[CH:14][CH:15]=2)[N:7]([CH2:16][C:17]2[CH:38]=[CH:37][C:20]([CH2:21][NH:22][C:23]3[CH:28]=[CH:27][C:26]([CH2:29][CH2:30][C:31]([OH:33])=[O:32])=[C:25]([F:36])[CH:24]=3)=[CH:19][CH:18]=2)[N:6]=1)([CH3:4])([CH3:2])[CH3:3], predict the reactants needed to synthesize it. The reactants are: [C:1]([C:5]1[CH:9]=[C:8]([C:10]2[CH:15]=[CH:14][CH:13]=[CH:12][CH:11]=2)[N:7]([CH2:16][C:17]2[CH:38]=[CH:37][C:20]([CH2:21][NH:22][C:23]3[CH:28]=[CH:27][C:26]([CH2:29][CH2:30][C:31]([O:33]CC)=[O:32])=[C:25]([F:36])[CH:24]=3)=[CH:19][CH:18]=2)[N:6]=1)([CH3:4])([CH3:3])[CH3:2].[OH-].[Na+].O.C(O)(=O)CC(CC(O)=O)(C(O)=O)O.